This data is from Reaction yield outcomes from USPTO patents with 853,638 reactions. The task is: Predict the reaction yield, written as a fraction of the theoretical maximum amount of product (1.0 means a 100% yield; for example, 0.34 means a 34% yield). (1) The reactants are [CH:1]([O:4][C:5]1[CH:13]=[CH:12][C:11]([S:14]([CH3:17])(=[O:16])=[O:15])=[CH:10][C:6]=1[C:7]([OH:9])=O)([CH3:3])[CH3:2].Cl.[N:19]1[CH:24]=[CH:23][CH:22]=[CH:21][C:20]=1[S:25]([C:28]1[S:32][C:31]([N:33]2[CH2:38][CH2:37][NH:36][CH2:35][CH2:34]2)=[N:30][CH:29]=1)(=[O:27])=[O:26]. The yield is 0.900. The product is [CH:1]([O:4][C:5]1[CH:13]=[CH:12][C:11]([S:14]([CH3:17])(=[O:16])=[O:15])=[CH:10][C:6]=1[C:7]([N:36]1[CH2:35][CH2:34][N:33]([C:31]2[S:32][C:28]([S:25]([C:20]3[CH:21]=[CH:22][CH:23]=[CH:24][N:19]=3)(=[O:27])=[O:26])=[CH:29][N:30]=2)[CH2:38][CH2:37]1)=[O:9])([CH3:2])[CH3:3]. No catalyst specified. (2) The reactants are [Cl:1][C:2]1[NH:6][C:5]2[C:7]([C:17]([O:19][CH3:20])=[O:18])=[CH:8][C:9]([N:11]3[CH2:16][CH2:15][O:14][CH2:13][CH2:12]3)=[CH:10][C:4]=2[N:3]=1.C(=O)([O-])[O-].[K+].[K+].Br[CH2:28][C:29]1[CH:34]=[CH:33][CH:32]=[C:31]([C:35]([F:38])([F:37])[F:36])[C:30]=1[CH3:39].O. The catalyst is CN(C)C=O. The product is [Cl:1][C:2]1[N:3]([CH2:28][C:29]2[CH:34]=[CH:33][CH:32]=[C:31]([C:35]([F:36])([F:37])[F:38])[C:30]=2[CH3:39])[C:4]2[CH:10]=[C:9]([N:11]3[CH2:16][CH2:15][O:14][CH2:13][CH2:12]3)[CH:8]=[C:7]([C:17]([O:19][CH3:20])=[O:18])[C:5]=2[N:6]=1. The yield is 0.830. (3) The reactants are [O:1]1[CH2:6][CH2:5][CH2:4][CH2:3][CH:2]1[O:7][C@H:8]1[CH2:13][CH2:12][C@H:11]([CH2:14][OH:15])[CH2:10][CH2:9]1.[Br:16][C:17]1[CH:22]=[CH:21][C:20](O)=[CH:19][C:18]=1[F:24].BrC1C=CC(OC[C@@H]2CC[C@H](OC3CCCCO3)CC2)=CC=1. No catalyst specified. The product is [Br:16][C:17]1[CH:22]=[CH:21][C:20]([O:15][CH2:14][C@H:11]2[CH2:12][CH2:13][C@H:8]([O:7][CH:2]3[CH2:3][CH2:4][CH2:5][CH2:6][O:1]3)[CH2:9][CH2:10]2)=[CH:19][C:18]=1[F:24]. The yield is 0.816. (4) The reactants are C(OP([CH2:9][C:10]([O:12][CH2:13][CH3:14])=[O:11])(OCC)=O)C.[H-].[Na+].[Si:17]([O:24][CH2:25][CH2:26][N:27]1[CH:31]=[CH:30][N:29]=[C:28]1[CH:32]=O)([C:20]([CH3:23])([CH3:22])[CH3:21])([CH3:19])[CH3:18].[Cl-].[NH4+]. The catalyst is O1CCCC1. The product is [Si:17]([O:24][CH2:25][CH2:26][N:27]1[CH:31]=[CH:30][N:29]=[C:28]1/[CH:32]=[CH:9]/[C:10]([O:12][CH2:13][CH3:14])=[O:11])([C:20]([CH3:23])([CH3:22])[CH3:21])([CH3:19])[CH3:18]. The yield is 0.690. (5) The reactants are Cl[CH2:2][CH2:3][CH2:4][N:5]1[CH2:11][CH2:10][C:9](=[N:12][OH:13])[C:8]2[N:14]([CH3:17])[CH:15]=[CH:16][C:7]=2[S:6]1(=[O:19])=[O:18].[F:20][C:21]1[CH:26]=[CH:25][C:24]([N:27]2[CH2:32][CH2:31][NH:30][CH2:29][CH2:28]2)=[CH:23][CH:22]=1.C(=O)([O-])[O-].[K+].[K+].[I-].[Na+]. The catalyst is C(#N)C. The product is [F:20][C:21]1[CH:22]=[CH:23][C:24]([N:27]2[CH2:32][CH2:31][N:30]([CH2:2][CH2:3][CH2:4][N:5]3[CH2:11][CH2:10][C:9](=[N:12][OH:13])[C:8]4[N:14]([CH3:17])[CH:15]=[CH:16][C:7]=4[S:6]3(=[O:19])=[O:18])[CH2:29][CH2:28]2)=[CH:25][CH:26]=1. The yield is 0.290.